From a dataset of Reaction yield outcomes from USPTO patents with 853,638 reactions. Predict the reaction yield, written as a fraction of the theoretical maximum amount of product (1.0 means a 100% yield; for example, 0.34 means a 34% yield). (1) The reactants are O=O.[C:3]([O:7][C:8]([N:10]1[CH2:15][CH2:14][C:13]([C:16]2[CH:21]=[CH:20][CH:19]=[CH:18][C:17]=2[CH3:22])=[C:12]([C:23]([OH:25])=[O:24])[CH2:11]1)=[O:9])([CH3:6])([CH3:5])[CH3:4].C(N(CC)CC)C.[H][H]. The catalyst is COC(C)(C)C.CO. The product is [C:3]([O:7][C:8]([N:10]1[CH2:15][CH2:14][CH:13]([C:16]2[CH:21]=[CH:20][CH:19]=[CH:18][C:17]=2[CH3:22])[CH:12]([C:23]([OH:25])=[O:24])[CH2:11]1)=[O:9])([CH3:6])([CH3:4])[CH3:5]. The yield is 0.750. (2) The reactants are [N:1]1([C:7]2[S:8][C:9]([C:23]([NH2:25])=O)=[C:10]([CH2:12][C:13]3[CH:22]=[CH:21][C:20]4[C:15](=[CH:16][CH:17]=[CH:18][CH:19]=4)[CH:14]=3)[N:11]=2)[CH2:6][CH2:5][O:4][CH2:3][CH2:2]1.P(Cl)(Cl)(Cl)=O. No catalyst specified. The product is [N:1]1([C:7]2[S:8][C:9]([C:23]#[N:25])=[C:10]([CH2:12][C:13]3[CH:22]=[CH:21][C:20]4[C:15](=[CH:16][CH:17]=[CH:18][CH:19]=4)[CH:14]=3)[N:11]=2)[CH2:6][CH2:5][O:4][CH2:3][CH2:2]1. The yield is 0.980. (3) The reactants are [Br:1][C:2]1[CH:7]=[C:6]([F:8])[CH:5]=[C:4]([F:9])[CH:3]=1.CN([CH:13]=[O:14])C.C([Li])CCC.C(NC(C)C)(C)C. The catalyst is C1COCC1. The product is [Br:1][C:2]1[CH:7]=[C:6]([F:8])[C:5]([CH:13]=[O:14])=[C:4]([F:9])[CH:3]=1. The yield is 0.610. (4) The reactants are [CH2:1]([C@H:4]1[CH2:9][CH2:8][C@H:7]([CH2:10]Cl)[CH2:6][CH2:5]1)[CH2:2][CH3:3].[Mg].[CH3:13][O:14][Si:15](OC)([O:18][CH3:19])[O:16][CH3:17]. The catalyst is C1COCC1. The product is [CH2:1]([C@H:4]1[CH2:9][CH2:8][C@H:7]([CH2:10][Si:15]([O:18][CH3:19])([O:16][CH3:17])[O:14][CH3:13])[CH2:6][CH2:5]1)[CH2:2][CH3:3]. The yield is 0.780. (5) The reactants are C.[F:2][C:3]1[CH:8]=[CH:7][CH:6]=[CH:5][C:4]=1[C:9]1[C:14]([OH:15])=[C:13]([N+:16]([O-])=O)[CH:12]=[C:11]([C:19]#[N:20])[CH:10]=1.NN. The catalyst is CO.O.O.O.O.O.O.[Fe](Cl)(Cl)Cl. The product is [NH2:16][C:13]1[CH:12]=[C:11]([C:19]#[N:20])[CH:10]=[C:9]([C:4]2[CH:5]=[CH:6][CH:7]=[CH:8][C:3]=2[F:2])[C:14]=1[OH:15]. The yield is 0.920. (6) The reactants are [Cl-].[C:2]([C:4]1[C:16]([N+:17]([O-])=O)=[CH:15][CH:14]=[CH:13][C:5]=1[O:6][CH2:7][C@@H:8]1[CH2:12][CH2:11][CH2:10][NH2+:9]1)#[N:3].CCN(CC)CC.[C:27](Cl)(=[O:29])[CH3:28]. The catalyst is C1COCC1. The product is [NH2:17][C:16]1[CH:15]=[CH:14][CH:13]=[C:5]([O:6][CH2:7][C@@H:8]2[CH2:12][CH2:11][CH2:10][N:9]2[C:27](=[O:29])[CH3:28])[C:4]=1[C:2]#[N:3]. The yield is 0.510. (7) The reactants are Br[C:2]1[C:10]2[C:5](=[CH:6][CH:7]=[C:8]([C:11]([NH2:13])=[O:12])[CH:9]=2)[N:4]([CH:14]2[CH2:19][CH2:18][CH2:17][CH2:16][O:15]2)[N:3]=1.[NH2:20][C:21]1[CH:22]=[C:23](B(O)O)[CH:24]=[CH:25][CH:26]=1.ClCCl.P([O-])([O-])([O-])=O.[K+].[K+].[K+]. The catalyst is COCCOC.C1(P(C2C=CC=CC=2)[C-]2C=CC=C2)C=CC=CC=1.[C-]1(P(C2C=CC=CC=2)C2C=CC=CC=2)C=CC=C1.[Fe+2]. The product is [NH2:20][C:21]1[CH:26]=[C:25]([C:2]2[C:10]3[C:5](=[CH:6][CH:7]=[C:8]([C:11]([NH2:13])=[O:12])[CH:9]=3)[N:4]([CH:14]3[CH2:19][CH2:18][CH2:17][CH2:16][O:15]3)[N:3]=2)[CH:24]=[CH:23][CH:22]=1. The yield is 0.880.